From a dataset of Forward reaction prediction with 1.9M reactions from USPTO patents (1976-2016). Predict the product of the given reaction. (1) Given the reactants [C:1]([O:10]C)(=O)[C:2]1[C:3](=[CH:5][CH:6]=[CH:7][CH:8]=1)[SH:4].[CH2:12]([S:16][C:17]1[CH:22]=[CH:21][C:20]([C:23]#[N:24])=[CH:19][N:18]=1)[CH:13]([CH3:15])[CH3:14].C(N(CC)CC)C, predict the reaction product. The product is: [CH2:12]([S:16][C:17]1[N:18]=[CH:19][C:20]([C:23]2[S:4][C:3]3[CH:5]=[CH:6][CH:7]=[CH:8][C:2]=3[C:1](=[O:10])[N:24]=2)=[CH:21][CH:22]=1)[CH:13]([CH3:15])[CH3:14]. (2) Given the reactants [OH:1][C:2]1[CH:7]=[CH:6][CH:5]=[CH:4][C:3]=1[C:8]([C:10]1[CH:15]=[CH:14][C:13]([O:16][CH2:17][C:18]2[N:19]=[C:20]([C:24]3[CH:29]=[CH:28][CH:27]=[CH:26][CH:25]=3)[O:21][C:22]=2[CH3:23])=[CH:12][CH:11]=1)=[O:9].Br[CH2:31][C:32]([O:34]CC)=[O:33].C(=O)([O-])[O-].[K+].[K+].CN(C)C=O, predict the reaction product. The product is: [CH3:23][C:22]1[O:21][C:20]([C:24]2[CH:25]=[CH:26][CH:27]=[CH:28][CH:29]=2)=[N:19][C:18]=1[CH2:17][O:16][C:13]1[CH:12]=[CH:11][C:10]([C:8]([C:3]2[CH:4]=[CH:5][CH:6]=[CH:7][C:2]=2[O:1][CH2:31][C:32]([OH:34])=[O:33])=[O:9])=[CH:15][CH:14]=1. (3) The product is: [CH:1]([O:4][C:5]1[CH:12]=[CH:11][C:8]([CH:27]([O:26][CH3:25])[C:28]([OH:23])=[O:13])=[CH:7][CH:6]=1)([CH3:3])[CH3:2]. Given the reactants [CH:1]([O:4][C:5]1[CH:12]=[CH:11][C:8](C=O)=[CH:7][CH:6]=1)([CH3:3])[CH3:2].[OH-:13].[K+].C(Br)(Br)Br.[OH-].[K+].CO.[O:23]1[CH2:28][CH2:27][O:26][CH2:25]C1, predict the reaction product. (4) Given the reactants [F:1][C:2]1[CH:7]=[C:6]([C:8]2[N:17]=[C:11]3[CH:12]=[C:13]([NH2:16])[CH:14]=[CH:15][N:10]3[N:9]=2)[CH:5]=[CH:4][N:3]=1.[CH2:18]([O:20][C:21]([C:23]1[CH:24]=[N:25][N:26]([CH3:31])[C:27]=1[C:28](O)=[O:29])=[O:22])[CH3:19], predict the reaction product. The product is: [CH2:18]([O:20][C:21]([C:23]1[CH:24]=[N:25][N:26]([CH3:31])[C:27]=1[C:28](=[O:29])[NH:16][C:13]1[CH:14]=[CH:15][N:10]2[N:9]=[C:8]([C:6]3[CH:5]=[CH:4][N:3]=[C:2]([F:1])[CH:7]=3)[N:17]=[C:11]2[CH:12]=1)=[O:22])[CH3:19]. (5) Given the reactants [OH:1][C:2]1[CH:3]=[C:4]([C:8]2[N:12]3[CH:13]=[CH:14][CH:15]=[C:16]([C:17]#[N:18])[C:11]3=[N:10][C:9]=2[CH:19]([CH3:21])[CH3:20])[CH:5]=[CH:6][CH:7]=1.Br[C:23]1[CH:28]=[CH:27][CH:26]=[C:25]([S:29]([CH2:32][CH3:33])(=[O:31])=[O:30])[CH:24]=1, predict the reaction product. The product is: [CH2:32]([S:29]([C:25]1[CH:24]=[C:23]([CH:28]=[CH:27][CH:26]=1)[O:1][C:2]1[CH:3]=[C:4]([C:8]2[N:12]3[CH:13]=[CH:14][CH:15]=[C:16]([C:17]#[N:18])[C:11]3=[N:10][C:9]=2[CH:19]([CH3:21])[CH3:20])[CH:5]=[CH:6][CH:7]=1)(=[O:30])=[O:31])[CH3:33]. (6) Given the reactants [C@H:1]1([O:12][C@H:13]2[C@H:22]([OH:23])[C@@H:21]([CH2:24][O:25][C@H:26]3[O:34][C@H:33]([CH2:35][OH:36])[C@@H:31]([OH:32])[C@H:29]([OH:30])[C@@H:27]3[OH:28])[O:20][C@H:15]([O:16][CH2:17][CH2:18][NH2:19])[C@H:14]2[OH:37])[O:9][C@H:8]([CH2:10][OH:11])[C@@H:6]([OH:7])[C@H:4]([OH:5])[C@@H:2]1[OH:3].[CH2:38]([O:45][C:46](=[O:64])[C@@H:47]([NH:53][C:54]([O:56][CH2:57][C:58]1[CH:63]=[CH:62][CH:61]=[CH:60][CH:59]=1)=[O:55])[CH2:48][CH2:49][C:50](O)=[O:51])[C:39]1[CH:44]=[CH:43][CH:42]=[CH:41][CH:40]=1.C(Cl)CCl, predict the reaction product. The product is: [CH2:57]([O:56][C:54]([NH:53][C@@H:47]([CH2:48][CH2:49][C:50]([NH:19][CH2:18][CH2:17][O:16][C@H:15]1[O:20][C@H:21]([CH2:24][O:25][C@H:26]2[O:34][C@H:33]([CH2:35][OH:36])[C@@H:31]([OH:32])[C@H:29]([OH:30])[C@@H:27]2[OH:28])[C@@H:22]([OH:23])[C@H:13]([O:12][C@H:1]2[O:9][C@H:8]([CH2:10][OH:11])[C@@H:6]([OH:7])[C@H:4]([OH:5])[C@@H:2]2[OH:3])[C@@H:14]1[OH:37])=[O:51])[C:46]([O:45][CH2:38][C:39]1[CH:44]=[CH:43][CH:42]=[CH:41][CH:40]=1)=[O:64])=[O:55])[C:58]1[CH:59]=[CH:60][CH:61]=[CH:62][CH:63]=1. (7) Given the reactants [C:1]([C:4]1[CH:12]=[CH:11][C:7]([C:8]([NH2:10])=[O:9])=[CH:6][CH:5]=1)(=[O:3])[CH3:2].[N:13]1([CH2:19][CH2:20][O:21][C:22]2[CH:29]=[C:28]([O:30][CH3:31])[C:27]([C:32]3[S:33][CH:34]=[CH:35][CH:36]=3)=[CH:26][C:23]=2[CH:24]=O)[CH2:18][CH2:17][O:16][CH2:15][CH2:14]1.C[O-].[Li+], predict the reaction product. The product is: [CH3:31][O:30][C:28]1[C:27]([C:32]2[S:33][CH:34]=[CH:35][CH:36]=2)=[CH:26][C:23](/[CH:24]=[CH:2]/[C:1]([C:4]2[CH:12]=[CH:11][C:7]([C:8]([NH2:10])=[O:9])=[CH:6][CH:5]=2)=[O:3])=[C:22]([O:21][CH2:20][CH2:19][N:13]2[CH2:14][CH2:15][O:16][CH2:17][CH2:18]2)[CH:29]=1. (8) Given the reactants [CH2:1]([C:5]1[N:10]=[C:9]([CH3:11])[N:8]([C:12]2[CH:17]=[CH:16][CH:15]=[C:14]([O:18][CH2:19][CH2:20][O:21][Si](C(C)(C)C)(C)C)[CH:13]=2)[C:7](=[O:29])[C:6]=1[CH2:30][C:31]1[CH:36]=[CH:35][C:34]([C:37]2[CH:42]=[CH:41][CH:40]=[CH:39][C:38]=2[C:43]2[NH:47][C:46](=[O:48])[O:45][N:44]=2)=[CH:33][CH:32]=1)[CH2:2][CH2:3][CH3:4].[F-].C([N+](CCCC)(CCCC)CCCC)CCC.C(OCC)(=O)C.O, predict the reaction product. The product is: [CH2:1]([C:5]1[N:10]=[C:9]([CH3:11])[N:8]([C:12]2[CH:17]=[CH:16][CH:15]=[C:14]([O:18][CH2:19][CH2:20][OH:21])[CH:13]=2)[C:7](=[O:29])[C:6]=1[CH2:30][C:31]1[CH:36]=[CH:35][C:34]([C:37]2[CH:42]=[CH:41][CH:40]=[CH:39][C:38]=2[C:43]2[NH:47][C:46](=[O:48])[O:45][N:44]=2)=[CH:33][CH:32]=1)[CH2:2][CH2:3][CH3:4].